From a dataset of Catalyst prediction with 721,799 reactions and 888 catalyst types from USPTO. Predict which catalyst facilitates the given reaction. (1) Reactant: [C:1]1([C:7]2[N:8]=[C:9]3[N:14]=[C:13]([NH2:15])[CH:12]=[CH:11][N:10]3[CH:16]=2)[CH:6]=[CH:5][CH:4]=[CH:3][CH:2]=1.C[Al](C)C.[Br:21][C:22]1[CH:23]=[C:24]([CH3:32])[C:25]([C:28](OC)=[O:29])=[N:26][CH:27]=1. The catalyst class is: 12. Product: [C:1]1([C:7]2[N:8]=[C:9]3[N:14]=[C:13]([NH:15][C:28]([C:25]4[C:24]([CH3:32])=[CH:23][C:22]([Br:21])=[CH:27][N:26]=4)=[O:29])[CH:12]=[CH:11][N:10]3[CH:16]=2)[CH:2]=[CH:3][CH:4]=[CH:5][CH:6]=1. (2) Reactant: Br[C:2]1[N:7]=[C:6]([N+:8]([O-])=O)[C:5]([OH:11])=[CH:4][CH:3]=1.[OH:12][C:13]1[C:14]([N+]([O-])=O)=NC=CC=1.[O:22]([CH3:24])[Na].BrBr. Product: [O:12]=[C:13]1[CH2:14][O:11][C:5]2[CH:4]=[CH:3][C:2]([CH:24]=[O:22])=[N:7][C:6]=2[NH:8]1. The catalyst class is: 5. (3) Reactant: [NH2:1][C:2]([C@@H:4]1[CH2:8][CH2:7][C@H:6]([C:9]2[CH:14]=[CH:13][C:12]([O:15]CC3C=CC=CC=3)=[CH:11][CH:10]=2)[N:5]1[C:23]([O:25][C:26]([CH3:29])([CH3:28])[CH3:27])=[O:24])=[O:3]. Product: [NH2:1][C:2]([C@@H:4]1[CH2:8][CH2:7][C@H:6]([C:9]2[CH:14]=[CH:13][C:12]([OH:15])=[CH:11][CH:10]=2)[N:5]1[C:23]([O:25][C:26]([CH3:29])([CH3:28])[CH3:27])=[O:24])=[O:3]. The catalyst class is: 19. (4) Reactant: [CH3:1]COCC.[CH3:6][N:7]([CH3:21])[C:8]1([C:15]2[CH:20]=[CH:19][CH:18]=[CH:17][CH:16]=2)[CH2:13][CH2:12][C:11](=O)[CH2:10][CH2:9]1. Product: [CH3:6][N:7]([CH3:21])[C:8]1([C:15]2[CH:20]=[CH:19][CH:18]=[CH:17][CH:16]=2)[CH2:13][CH2:12][C:11](=[CH2:1])[CH2:10][CH2:9]1. The catalyst class is: 307.